From a dataset of Full USPTO retrosynthesis dataset with 1.9M reactions from patents (1976-2016). Predict the reactants needed to synthesize the given product. (1) Given the product [C:12]([O:5][N:4]=[CH:3][CH2:2][Cl:1])([CH3:14])([CH3:13])[CH3:11], predict the reactants needed to synthesize it. The reactants are: [Cl:1][CH2:2][CH:3]=[N:4][OH:5].S(=O)(=O)(O)O.[CH2:11]=[C:12]([CH3:14])[CH3:13].C(=O)([O-])O.[Na+]. (2) Given the product [CH2:1]([O:3][P:4]([C:9]1[S:10][C:11]([C:14]2[S:19][C:18]([NH2:20])=[N:17][CH:15]=2)=[CH:12][CH:13]=1)(=[O:8])[O:5][CH2:6][CH3:7])[CH3:2], predict the reactants needed to synthesize it. The reactants are: [CH2:1]([O:3][P:4]([C:9]1[S:10][C:11]([C:14](=O)[CH3:15])=[CH:12][CH:13]=1)(=[O:8])[O:5][CH2:6][CH3:7])[CH3:2].[NH2:17][C:18]([NH2:20])=[S:19]. (3) Given the product [Cl:22][C:13]1[C:12]([C:23]2[CH:24]=[CH:25][C:26]([C:29]([F:32])([F:31])[F:30])=[CH:27][CH:28]=2)=[CH:11][C:10]([CH:4]([CH2:5][CH:6]2[CH2:9][CH2:8][CH2:7]2)[C:3]([OH:33])=[O:2])=[CH:15][C:14]=1[O:16][CH2:17][C:18]([F:19])([F:20])[F:21], predict the reactants needed to synthesize it. The reactants are: C[O:2][C:3](=[O:33])[CH:4]([C:10]1[CH:11]=[C:12]([C:23]2[CH:28]=[CH:27][C:26]([C:29]([F:32])([F:31])[F:30])=[CH:25][CH:24]=2)[C:13]([Cl:22])=[C:14]([O:16][CH2:17][C:18]([F:21])([F:20])[F:19])[CH:15]=1)[CH2:5][CH:6]1[CH2:9][CH2:8][CH2:7]1.CCO.[OH-].[K+]. (4) The reactants are: Cl.[NH2:2][C@@H:3]([CH2:33][CH:34]([CH3:36])[CH3:35])[C:4]([NH:6][C@@H:7]([CH3:32])[C:8]([N:10]1[CH2:14][C@H:13]([OH:15])[CH2:12][C@H:11]1[C:16]([NH:18][CH2:19][C:20]1[CH:25]=[CH:24][C:23]([C:26]2[S:30][CH:29]=[N:28][C:27]=2[CH3:31])=[CH:22][CH:21]=1)=[O:17])=[O:9])=[O:5].[CH3:37][O:38][CH2:39][C:40](O)=[O:41].CCN(C(C)C)C(C)C.CN(C(ON1N=NC2C=CC=NC1=2)=[N+](C)C)C.F[P-](F)(F)(F)(F)F. Given the product [OH:15][C@H:13]1[CH2:14][N:10]([C:8](=[O:9])[C@@H:7]([NH:6][C:4](=[O:5])[C@@H:3]([NH:2][C:40](=[O:41])[CH2:39][O:38][CH3:37])[CH2:33][CH:34]([CH3:36])[CH3:35])[CH3:32])[C@H:11]([C:16]([NH:18][CH2:19][C:20]2[CH:25]=[CH:24][C:23]([C:26]3[S:30][CH:29]=[N:28][C:27]=3[CH3:31])=[CH:22][CH:21]=2)=[O:17])[CH2:12]1, predict the reactants needed to synthesize it. (5) Given the product [CH2:1]([O:3][C:4](=[O:24])[CH2:5][CH2:6][CH2:7][O:8][C:9]1[CH:14]=[CH:13][CH:12]=[C:11]([CH:15]=[CH:54][CH2:53][CH2:52][CH2:51][CH2:50][O:49][Si:48]([C:44]([CH3:45])([CH3:47])[CH3:46])([CH3:57])[CH3:56])[C:10]=1/[CH:17]=[CH:18]/[C:19]([O:21][CH2:22][CH3:23])=[O:20])[CH3:2], predict the reactants needed to synthesize it. The reactants are: [CH2:1]([O:3][C:4](=[O:24])[CH2:5][CH2:6][CH2:7][O:8][C:9]1[CH:14]=[CH:13][CH:12]=[C:11]([CH2:15]Br)[C:10]=1/[CH:17]=[CH:18]/[C:19]([O:21][CH2:22][CH3:23])=[O:20])[CH3:2].C1(P(C2C=CC=CC=2)C2C=CC=CC=2)C=CC=CC=1.[C:44]([Si:48]([CH3:57])([CH3:56])[O:49][CH2:50][CH2:51][CH2:52][CH2:53][CH:54]=O)([CH3:47])([CH3:46])[CH3:45]. (6) The reactants are: [C:1]([O:9][CH2:10][CH3:11])(=[O:8])[CH2:2][C:3]([O:5][CH2:6][CH3:7])=[O:4].[Na].Br[C:14]1[CH:22]=[C:21]([N+:23]([O-:25])=[O:24])[C:20]([O:26][CH3:27])=[CH:19][C:15]=1[C:16]([OH:18])=[O:17]. Given the product [CH2:10]([O:9][C:1](=[O:8])[CH:2]([C:14]1[CH:22]=[C:21]([N+:23]([O-:25])=[O:24])[C:20]([O:26][CH3:27])=[CH:19][C:15]=1[C:16]([OH:18])=[O:17])[C:3]([O:5][CH2:6][CH3:7])=[O:4])[CH3:11], predict the reactants needed to synthesize it.